This data is from Peptide-MHC class II binding affinity with 134,281 pairs from IEDB. The task is: Regression. Given a peptide amino acid sequence and an MHC pseudo amino acid sequence, predict their binding affinity value. This is MHC class II binding data. (1) The peptide sequence is GELYIVDKIDAAFKI. The MHC is DRB1_1501 with pseudo-sequence DRB1_1501. The binding affinity (normalized) is 0.557. (2) The MHC is DRB5_0101 with pseudo-sequence DRB5_0101. The peptide sequence is INAGFKAALAAAAGVPPADKY. The binding affinity (normalized) is 0.655. (3) The peptide sequence is GFLQIVDKIDAAFKI. The MHC is DRB1_0404 with pseudo-sequence DRB1_0404. The binding affinity (normalized) is 0.679. (4) The peptide sequence is MEKNVTVTHAQDILEKT. The MHC is DRB5_0101 with pseudo-sequence DRB5_0101. The binding affinity (normalized) is 0.232. (5) The peptide sequence is QDHQEEICEVVLAKS. The MHC is DRB1_0701 with pseudo-sequence DRB1_0701. The binding affinity (normalized) is 0.358. (6) The peptide sequence is NFRFMSKGGMRNVFD. The MHC is HLA-DQA10101-DQB10501 with pseudo-sequence HLA-DQA10101-DQB10501. The binding affinity (normalized) is 0. (7) The peptide sequence is LKKEVSETQHGTILV. The MHC is DRB5_0101 with pseudo-sequence DRB5_0101. The binding affinity (normalized) is 0.127. (8) The peptide sequence is FLRSVFANSLVYGAS. The MHC is DRB1_0301 with pseudo-sequence DRB1_0301. The binding affinity (normalized) is 0.110. (9) The peptide sequence is DKISDVSTIVPYIGP. The MHC is HLA-DPA10301-DPB10402 with pseudo-sequence HLA-DPA10301-DPB10402. The binding affinity (normalized) is 0.171.